Task: Predict the reactants needed to synthesize the given product.. Dataset: Full USPTO retrosynthesis dataset with 1.9M reactions from patents (1976-2016) (1) Given the product [CH3:1][O:2][C:3]1[CH:4]=[C:5]2[C:10](=[CH:11][C:12]=1[O:13][CH3:14])[N:9]=[CH:8][CH:7]=[C:6]2[O:15][C:16]1[CH:17]=[CH:18][C:19]([NH:22][C:23]([C:25]2([C:28]([NH:37][CH2:36][C:35]3[CH:38]=[CH:39][C:32]([F:31])=[CH:33][CH:34]=3)=[O:30])[CH2:27][CH2:26]2)=[O:24])=[CH:20][CH:21]=1, predict the reactants needed to synthesize it. The reactants are: [CH3:1][O:2][C:3]1[CH:4]=[C:5]2[C:10](=[CH:11][C:12]=1[O:13][CH3:14])[N:9]=[CH:8][CH:7]=[C:6]2[O:15][C:16]1[CH:21]=[CH:20][C:19]([NH:22][C:23]([C:25]2([C:28]([OH:30])=O)[CH2:27][CH2:26]2)=[O:24])=[CH:18][CH:17]=1.[F:31][C:32]1[CH:39]=[CH:38][C:35]([CH2:36][NH2:37])=[CH:34][CH:33]=1.CCN(C(C)C)C(C)C.CN(C(ON1N=NC2C=CC=NC1=2)=[N+](C)C)C.F[P-](F)(F)(F)(F)F. (2) Given the product [C:14]1([C:2]2[CH:3]=[CH:4][C:5]3[CH2:11][CH2:10][CH2:9][C:8](=[O:12])[NH:7][C:6]=3[CH:13]=2)[CH:19]=[CH:18][CH:17]=[CH:16][CH:15]=1, predict the reactants needed to synthesize it. The reactants are: Br[C:2]1[CH:3]=[CH:4][C:5]2[CH2:11][CH2:10][CH2:9][C:8](=[O:12])[NH:7][C:6]=2[CH:13]=1.[C:14]1(B(O)O)[CH:19]=[CH:18][CH:17]=[CH:16][CH:15]=1.C([O-])([O-])=O.[Na+].[Na+].C1(C)C=CC=CC=1. (3) Given the product [C:1]([NH:5][S:6]([C:9]1[C:14]2[C:15]([NH:18][CH2:19][CH2:20][CH2:21][NH:22][C:23]([C:24]3[CH:29]=[CH:28][C:27]([C:37]4[CH:38]=[CH:39][C:34]([O:33][CH3:32])=[CH:35][CH:36]=4)=[CH:26][CH:25]=3)=[O:31])=[N:16][S:17][C:13]=2[CH:12]=[CH:11][CH:10]=1)(=[O:8])=[O:7])([CH3:4])([CH3:3])[CH3:2], predict the reactants needed to synthesize it. The reactants are: [C:1]([NH:5][S:6]([C:9]1[C:14]2[C:15]([NH:18][CH2:19][CH2:20][CH2:21][NH:22][C:23](=[O:31])[C:24]3[CH:29]=[CH:28][C:27](I)=[CH:26][CH:25]=3)=[N:16][S:17][C:13]=2[CH:12]=[CH:11][CH:10]=1)(=[O:8])=[O:7])([CH3:4])([CH3:3])[CH3:2].[CH3:32][O:33][C:34]1[CH:39]=[CH:38][C:37](B(O)O)=[CH:36][CH:35]=1.C(=O)([O-])[O-].[Na+].[Na+]. (4) Given the product [Cl:1][C:2]1[CH:39]=[CH:38][C:5]([O:6][C:7]2[CH:12]=[CH:11][N:10]=[C:9]3[N:13]([CH2:29][C:30]4[CH:31]=[CH:32][C:33]([O:36][CH3:37])=[CH:34][CH:35]=4)[N:14]=[C:15]([N:16]([CH3:41])[C@@H:17]4[CH2:21][CH2:20][N:19]([C:22]([O:24][C:25]([CH3:28])([CH3:27])[CH3:26])=[O:23])[CH2:18]4)[C:8]=23)=[CH:4][CH:3]=1, predict the reactants needed to synthesize it. The reactants are: [Cl:1][C:2]1[CH:39]=[CH:38][C:5]([O:6][C:7]2[CH:12]=[CH:11][N:10]=[C:9]3[N:13]([CH2:29][C:30]4[CH:35]=[CH:34][C:33]([O:36][CH3:37])=[CH:32][CH:31]=4)[N:14]=[C:15]([NH:16][C@@H:17]4[CH2:21][CH2:20][N:19]([C:22]([O:24][C:25]([CH3:28])([CH3:27])[CH3:26])=[O:23])[CH2:18]4)[C:8]=23)=[CH:4][CH:3]=1.[Li+].[CH3:41][Si]([N-][Si](C)(C)C)(C)C.CI. (5) Given the product [Br:4][C:5]1[CH:6]=[CH:7][CH:8]=[C:9]2[C:14]=1[N:13]=[CH:12][CH:11]=[C:10]2[CH:15]=[O:16], predict the reactants needed to synthesize it. The reactants are: [Se](=O)=O.[Br:4][C:5]1[CH:6]=[CH:7][CH:8]=[C:9]2[C:14]=1[N:13]=[CH:12][CH:11]=[C:10]2[CH3:15].[OH-:16].[Na+].